Predict the reaction yield, written as a fraction of the theoretical maximum amount of product (1.0 means a 100% yield; for example, 0.34 means a 34% yield). From a dataset of Reaction yield outcomes from USPTO patents with 853,638 reactions. The catalyst is CCOC(C)=O. The yield is 0.190. The reactants are [OH:1][C@@H:2]([C:4]1[CH:9]=[CH:8][CH:7]=[CH:6][C:5]=1[C:10]1[S:14][C:13]2[CH:15]=[C:16]([O:19]C)[CH:17]=[CH:18][C:12]=2[C:11]=1[O:21][C:22]1[CH:27]=[CH:26][C:25](/[CH:28]=[CH:29]/[C:30]([O:32][CH3:33])=[O:31])=[CH:24][CH:23]=1)[CH3:3].C1(S)C=CC=CC=1.C([O-])([O-])=O.[K+].[K+]. The product is [OH:19][C:16]1[CH:17]=[CH:18][C:12]2[C:11]([O:21][C:22]3[CH:27]=[CH:26][C:25](/[CH:28]=[CH:29]/[C:30]([O:32][CH3:33])=[O:31])=[CH:24][CH:23]=3)=[C:10]([C:5]3[CH:6]=[CH:7][CH:8]=[CH:9][C:4]=3[C@H:2]([OH:1])[CH3:3])[S:14][C:13]=2[CH:15]=1.